Dataset: Reaction yield outcomes from USPTO patents with 853,638 reactions. Task: Predict the reaction yield, written as a fraction of the theoretical maximum amount of product (1.0 means a 100% yield; for example, 0.34 means a 34% yield). (1) The reactants are [F:1][C:2]1[CH:3]=[C:4]([CH:6]=[CH:7][C:8]=1[N+:9]([O-:11])=[O:10])[NH2:5].[Br:12]Br.[OH-].[Na+]. The catalyst is CC(O)=O.C(Cl)(Cl)Cl. The product is [Br:12][C:6]1[CH:7]=[C:8]([N+:9]([O-:11])=[O:10])[C:2]([F:1])=[CH:3][C:4]=1[NH2:5]. The yield is 0.900. (2) The reactants are [NH2:1][C@@H:2]([CH3:5])[CH2:3][OH:4].[C:6]1(=O)[O:11][C:9](=[O:10])[C:8]2=[CH:12][CH:13]=[CH:14][CH:15]=[C:7]12. The catalyst is C(OCC)(=O)C. The product is [OH:4][CH2:3][C@@H:2]([N:1]1[C:9](=[O:10])[C:8]2[C:7](=[CH:15][CH:14]=[CH:13][CH:12]=2)[C:6]1=[O:11])[CH3:5]. The yield is 0.980. (3) The yield is 0.500. The product is [CH2:17]([N:4]1[C:5]2[C:10](=[CH:9][CH:8]=[CH:7][CH:6]=2)[C:2]([Br:1])=[N:3]1)[C:18]1[CH:23]=[CH:22][CH:21]=[CH:20][CH:19]=1. The catalyst is O.C1(C)C=CC=CC=1. The reactants are [Br:1][C:2]1[C:10]2[C:5](=[CH:6][CH:7]=[CH:8][CH:9]=2)[NH:4][N:3]=1.CC(C)([O-])C.[K+].[CH2:17](Br)[C:18]1[CH:23]=[CH:22][CH:21]=[CH:20][CH:19]=1.Cl. (4) The reactants are [N+:1]([C:4]1[CH:5]=[C:6]([S:10]([CH2:13][CH2:14][O:15][C:16](=[O:33])[CH2:17][CH2:18][CH2:19][CH2:20][CH2:21][NH:22][C:23](=[O:32])[CH2:24][O:25][C:26]2[CH:31]=[CH:30][CH:29]=[CH:28][CH:27]=2)(=[O:12])=[O:11])[CH:7]=[CH:8][CH:9]=1)([O-:3])=[O:2].[Cl:34][S:35](O)(=[O:37])=[O:36]. The catalyst is C(Cl)Cl. The product is [N+:1]([C:4]1[CH:5]=[C:6]([S:10]([CH2:13][CH2:14][O:15][C:16](=[O:33])[CH2:17][CH2:18][CH2:19][CH2:20][CH2:21][NH:22][C:23](=[O:32])[CH2:24][O:25][C:26]2[CH:31]=[CH:30][C:29]([S:35]([Cl:34])(=[O:37])=[O:36])=[CH:28][CH:27]=2)(=[O:12])=[O:11])[CH:7]=[CH:8][CH:9]=1)([O-:3])=[O:2]. The yield is 0.600. (5) The reactants are [CH3:1][C:2]1[O:6][N:5]=[C:4]([C:7]2[CH:12]=[CH:11][CH:10]=[CH:9][CH:8]=2)[C:3]=1[CH2:13][OH:14].O[C:16]1[CH:21]=[CH:20][C:19]([C:22]([F:25])([F:24])[F:23])=[CH:18][N:17]=1.C1(P(C2C=CC=CC=2)C2C=CC=CC=2)C=CC=CC=1.N(C(OCC)=O)=NC(OCC)=O. The catalyst is C1COCC1. The product is [CH3:1][C:2]1[O:6][N:5]=[C:4]([C:7]2[CH:12]=[CH:11][CH:10]=[CH:9][CH:8]=2)[C:3]=1[CH2:13][O:14][C:16]1[CH:21]=[CH:20][C:19]([C:22]([F:25])([F:24])[F:23])=[CH:18][N:17]=1. The yield is 0.510. (6) The reactants are CN([C@@H]1CCN(C2C=C(NC34CC5CC(CC(C5)C3)C4)N=NC=2)C1)C(=O)OC(C)(C)C.[Cl:32][C:33]1[N:38]=[N:37][CH:36]=[C:35]([N:39]2[CH2:43][CH2:42][C@@H:41]([N:44](C)[C:45](=[O:51])[O:46][C:47]([CH3:50])([CH3:49])[CH3:48])[CH2:40]2)[CH:34]=1.C12(N)CC3CC(CC(C3)C1)C2.C(O[Na])(C)(C)C.N#N. The catalyst is COCCOC.C(OCC)(=O)C.C([O-])(=O)C.[Pd+2].C([O-])(=O)C.C1C=CC(P(C2C(C3C(P(C4C=CC=CC=4)C4C=CC=CC=4)=CC=C4C=3C=CC=C4)=C3C(C=CC=C3)=CC=2)C2C=CC=CC=2)=CC=1. The product is [Cl:32][C:33]1[N:38]=[N:37][CH:36]=[C:35]([N:39]2[CH2:43][CH2:42][C@@H:41]([NH:44][C:45](=[O:51])[O:46][C:47]([CH3:49])([CH3:48])[CH3:50])[CH2:40]2)[CH:34]=1. The yield is 0.600. (7) The reactants are [CH3:1][C:2]1([CH3:21])[C:6]2[C:7]([O:11][C:12]3[CH:17]=[CH:16][C:15]([N+:18]([O-])=O)=[CH:14][CH:13]=3)=[CH:8][CH:9]=[CH:10][C:5]=2[O:4][CH2:3]1.[Cl-].[NH4+]. The catalyst is O1CCCC1.O.[Zn]. The product is [CH3:1][C:2]1([CH3:21])[C:6]2[C:7]([O:11][C:12]3[CH:17]=[CH:16][C:15]([NH2:18])=[CH:14][CH:13]=3)=[CH:8][CH:9]=[CH:10][C:5]=2[O:4][CH2:3]1. The yield is 0.760. (8) The catalyst is C1COCC1.[Pd].CC([O-])=O.CC([O-])=O.[Pb+2]. The product is [F:19][C:18]1[C:10]([NH:9][C:6]2[CH:7]=[CH:8][C:3]([CH:1]=[CH2:2])=[CH:4][C:5]=2[F:21])=[C:11]([CH:15]=[CH:16][C:17]=1[F:20])[C:12]([OH:14])=[O:13]. The reactants are [C:1]([C:3]1[CH:8]=[CH:7][C:6]([NH:9][C:10]2[C:18]([F:19])=[C:17]([F:20])[CH:16]=[CH:15][C:11]=2[C:12]([OH:14])=[O:13])=[C:5]([F:21])[CH:4]=1)#[CH:2].N1C2C(=CC=CC=2)C=CC=1. The yield is 0.720. (9) The reactants are C(OC(=O)[NH:7][C:8]1[CH:13]=[CH:12][CH:11]=[CH:10][C:9]=1[NH:14][C:15](=[O:26])[C:16]1[CH:21]=[CH:20][C:19]([NH:22][C:23](=[O:25])[CH3:24])=[CH:18][CH:17]=1)(C)(C)C.[C:28]([OH:34])([C:30]([F:33])([F:32])[F:31])=[O:29]. The catalyst is C(Cl)Cl. The product is [F:31][C:30]([F:33])([F:32])[C:28]([OH:34])=[O:29].[C:23]([NH:22][C:19]1[CH:20]=[CH:21][C:16]([C:15]([NH:14][C:9]2[CH:10]=[CH:11][CH:12]=[CH:13][C:8]=2[NH2:7])=[O:26])=[CH:17][CH:18]=1)(=[O:25])[CH3:24]. The yield is 0.990. (10) The reactants are [Cl:1][C:2]1[CH:3]=[C:4]([C:12]2[CH:21]=[CH:20][C:19]3[C:14](=[CH:15][CH:16]=[C:17]([O:22]C)[CH:18]=3)[C:13]=2[O:24][C:25]2[CH:39]=[CH:38][C:28]([O:29][CH2:30][CH2:31][N:32]3[CH2:37][CH2:36][CH2:35][CH2:34][CH2:33]3)=[CH:27][CH:26]=2)[CH:5]=[CH:6][C:7]=1[S:8]([CH3:11])(=[O:10])=[O:9].Cl.B(Br)(Br)Br.O. The catalyst is C(OCC)(=O)C.C(OCC)C.ClCCl. The product is [Cl:1][C:2]1[CH:3]=[C:4]([C:12]2[C:13]([O:24][C:25]3[CH:39]=[CH:38][C:28]([O:29][CH2:30][CH2:31][N:32]4[CH2:33][CH2:34][CH2:35][CH2:36][CH2:37]4)=[CH:27][CH:26]=3)=[C:14]3[C:19](=[CH:20][CH:21]=2)[CH:18]=[C:17]([OH:22])[CH:16]=[CH:15]3)[CH:5]=[CH:6][C:7]=1[S:8]([CH3:11])(=[O:10])=[O:9]. The yield is 0.680.